Predict the reaction yield, written as a fraction of the theoretical maximum amount of product (1.0 means a 100% yield; for example, 0.34 means a 34% yield). From a dataset of Reaction yield outcomes from USPTO patents with 853,638 reactions. The reactants are [F:1][C:2]1[CH:3]=[C:4]([N+:29]([O-])=O)[C:5]([C:12](=[O:28])/[C:13](/[C:22]2[N:26]([CH3:27])[N:25]=[CH:24][N:23]=2)=[CH:14]/[C:15]2[CH:20]=[CH:19][C:18]([F:21])=[CH:17][CH:16]=2)=[C:6]([CH:11]=1)[C:7]([O:9][CH3:10])=[O:8].Cl. The catalyst is CO.[Fe]. The product is [F:1][C:2]1[CH:11]=[C:6]([C:7]([O:9][CH3:10])=[O:8])[C:5]2[C:12](=[O:28])[CH:13]([C:22]3[N:26]([CH3:27])[N:25]=[CH:24][N:23]=3)[CH:14]([C:15]3[CH:20]=[CH:19][C:18]([F:21])=[CH:17][CH:16]=3)[NH:29][C:4]=2[CH:3]=1. The yield is 0.150.